Task: Predict the reaction yield, written as a fraction of the theoretical maximum amount of product (1.0 means a 100% yield; for example, 0.34 means a 34% yield).. Dataset: Reaction yield outcomes from USPTO patents with 853,638 reactions (1) The reactants are C[O:2][C:3]1[CH:24]=[CH:23][C:6]2[C:7]3[CH:8]=[N:9][N:10]([C:14]4[CH:19]=[CH:18][C:17]([CH2:20][CH2:21][CH3:22])=[CH:16][CH:15]=4)[C:11]=3[CH2:12][CH2:13][C:5]=2[CH:4]=1. The catalyst is ClCCl. The product is [CH2:20]([C:17]1[CH:16]=[CH:15][C:14]([N:10]2[C:11]3[CH2:12][CH2:13][C:5]4[CH:4]=[C:3]([OH:2])[CH:24]=[CH:23][C:6]=4[C:7]=3[CH:8]=[N:9]2)=[CH:19][CH:18]=1)[CH2:21][CH3:22]. The yield is 0.620. (2) The reactants are [Si]([O:8][CH2:9][CH2:10][N:11]1[C:19]2[C:14](=[CH:15][C:16]([O:20][CH3:21])=[CH:17][CH:18]=2)[C:13]([C:22]2[N:34]([S:35]([C:38]3[CH:44]=[CH:43][C:41]([CH3:42])=[CH:40][CH:39]=3)(=[O:37])=[O:36])[C:25]3=[N:26][CH:27]=[C:28]4[CH:32]=[N:31][N:30]([CH3:33])[C:29]4=[C:24]3[CH:23]=2)=[CH:12]1)(C(C)(C)C)(C)C.Cl. The catalyst is CO. The product is [CH3:21][O:20][C:16]1[CH:15]=[C:14]2[C:19](=[CH:18][CH:17]=1)[N:11]([CH2:10][CH2:9][OH:8])[CH:12]=[C:13]2[C:22]1[N:34]([S:35]([C:38]2[CH:39]=[CH:40][C:41]([CH3:42])=[CH:43][CH:44]=2)(=[O:36])=[O:37])[C:25]2=[N:26][CH:27]=[C:28]3[CH:32]=[N:31][N:30]([CH3:33])[C:29]3=[C:24]2[CH:23]=1. The yield is 0.910. (3) The reactants are [CH3:1][C@H:2]1[N:7]2[C:8]3[CH:9]=[C:10]([C:15]([F:18])([F:17])[F:16])[CH:11]=[CH:12][C:13]=3[CH:14]=[C:6]2[C:5](=O)[NH:4][CH2:3]1.[H-].[Al+3].[Li+].[H-].[H-].[H-].O.[OH-].[Na+]. The product is [CH3:1][C@H:2]1[N:7]2[C:8]3[CH:9]=[C:10]([C:15]([F:17])([F:16])[F:18])[CH:11]=[CH:12][C:13]=3[CH:14]=[C:6]2[CH2:5][NH:4][CH2:3]1. The catalyst is C(OCC)C. The yield is 0.970. (4) The reactants are Br[C:2]1[CH:7]=[CH:6][N:5]2[CH:8]=[C:9]([C:11]([F:14])([F:13])[F:12])[N:10]=[C:4]2[CH:3]=1.[C:15]([O:19][CH2:20][CH3:21])(=[O:18])[CH:16]=[CH2:17].CC1C=CC=CC=1P(C1C=CC=CC=1C)C1C=CC=CC=1C.C(N(CC)CC)C. The catalyst is CC#N.C([O-])(=O)C.[Pd+2].C([O-])(=O)C. The product is [CH2:20]([O:19][C:15](=[O:18])/[CH:16]=[CH:17]/[C:2]1[CH:7]=[CH:6][N:5]2[CH:8]=[C:9]([C:11]([F:14])([F:13])[F:12])[N:10]=[C:4]2[CH:3]=1)[CH3:21]. The yield is 1.00. (5) The reactants are [C:1]1(=O)[C:5]2=[C:6]3[C:11](=[CH:12][CH:13]=[C:4]2[NH:3][C:2]1=[O:14])[N:10]=[CH:9][CH:8]=[CH:7]3.[NH2:16][NH2:17]. The catalyst is CN(C=O)C.C(O)C. The product is [N:16](=[C:1]1[C:5]2=[C:6]3[C:11](=[CH:12][CH:13]=[C:4]2[NH:3][C:2]1=[O:14])[N:10]=[CH:9][CH:8]=[CH:7]3)[NH2:17]. The yield is 0.730. (6) The reactants are [S:1]1[C:5]2[CH:6]=[CH:7][CH:8]=[CH:9][C:4]=2[N:3]=[C:2]1[NH:10][NH2:11].C[O:13][C:14](=O)[CH2:15][C:16]([C:18]1[CH:23]=[CH:22][CH:21]=[C:20]([C:24]([F:27])([F:26])[F:25])[CH:19]=1)=O. The catalyst is C(O)C. The product is [S:1]1[C:5]2[CH:6]=[CH:7][CH:8]=[CH:9][C:4]=2[N:3]=[C:2]1[N:10]1[C:14](=[O:13])[CH:15]=[C:16]([C:18]2[CH:23]=[CH:22][CH:21]=[C:20]([C:24]([F:25])([F:26])[F:27])[CH:19]=2)[NH:11]1. The yield is 0.800.